This data is from Full USPTO retrosynthesis dataset with 1.9M reactions from patents (1976-2016). The task is: Predict the reactants needed to synthesize the given product. Given the product [S:20]1[CH:21]=[CH:22][C:18]([C:10]2[N:9]([C:6]3[CH:5]=[CH:4][C:3]([OH:2])=[CH:8][CH:7]=3)[C:13]3[CH:14]=[CH:15][CH:16]=[CH:17][C:12]=3[N:11]=2)=[CH:19]1, predict the reactants needed to synthesize it. The reactants are: C[O:2][C:3]1[CH:8]=[CH:7][C:6]([N:9]2[C:13]3[CH:14]=[CH:15][CH:16]=[CH:17][C:12]=3[N:11]=[C:10]2[C:18]2[CH:22]=[CH:21][S:20][CH:19]=2)=[CH:5][CH:4]=1.B(Br)(Br)Br.CO.C([O-])(O)=O.[Na+].